This data is from Catalyst prediction with 721,799 reactions and 888 catalyst types from USPTO. The task is: Predict which catalyst facilitates the given reaction. The catalyst class is: 804. Product: [Br:23][C:4]1[N:3]=[C:2]([C:25]#[C:24][C:26]2[CH:31]=[CH:30][CH:29]=[CH:28][N:27]=2)[CH:7]=[C:6]([S:8][C:9]2[CH:21]=[CH:20][C:12]([O:13][CH2:14][C:15]([O:17][CH2:18][CH3:19])=[O:16])=[C:11]([CH3:22])[CH:10]=2)[CH:5]=1. Reactant: Br[C:2]1[CH:7]=[C:6]([S:8][C:9]2[CH:21]=[CH:20][C:12]([O:13][CH2:14][C:15]([O:17][CH2:18][CH3:19])=[O:16])=[C:11]([CH3:22])[CH:10]=2)[CH:5]=[C:4]([Br:23])[N:3]=1.[C:24]([C:26]1[CH:31]=[CH:30][CH:29]=[CH:28][N:27]=1)#[CH:25].C(P(C(C)(C)C)C(C)(C)C)(C)(C)C.C1CCCCC1.C(NC(C)C)(C)C.